From a dataset of Full USPTO retrosynthesis dataset with 1.9M reactions from patents (1976-2016). Predict the reactants needed to synthesize the given product. (1) Given the product [CH3:11][N:9]1[CH2:10][C:5]2[C:4]([N:12]3[CH2:17][CH2:16][O:15][CH2:14][C@@H:13]3[CH3:18])=[N:3][C:2]([C:27]3[CH:32]=[CH:31][C:30]([NH:33][C:34]([NH2:36])=[O:35])=[CH:29][CH:28]=3)=[N:7][C:6]=2[CH2:8]1, predict the reactants needed to synthesize it. The reactants are: Cl[C:2]1[N:3]=[C:4]([N:12]2[CH2:17][CH2:16][O:15][CH2:14][C@@H:13]2[CH3:18])[C:5]2[CH2:10][N:9]([CH3:11])[CH2:8][C:6]=2[N:7]=1.CC1(C)C(C)(C)OB([C:27]2[CH:32]=[CH:31][C:30]([NH:33][C:34]([NH2:36])=[O:35])=[CH:29][CH:28]=2)O1. (2) Given the product [Cl:1][C:2]1[CH:3]=[C:4]([CH:14]=[CH:15][C:16]=1[Cl:17])[CH2:5][N:6]1[CH2:11][CH2:10][O:9][CH:8]([CH2:12][NH:13][C:19]([NH:18][CH2:21][C:22]2[CH:27]=[CH:26][C:25]([O:28][CH3:29])=[CH:24][CH:23]=2)=[O:20])[CH2:7]1, predict the reactants needed to synthesize it. The reactants are: [Cl:1][C:2]1[CH:3]=[C:4]([CH:14]=[CH:15][C:16]=1[Cl:17])[CH2:5][N:6]1[CH2:11][CH2:10][O:9][CH:8]([CH2:12][NH2:13])[CH2:7]1.[N:18]([CH2:21][C:22]1[CH:27]=[CH:26][C:25]([O:28][CH3:29])=[CH:24][CH:23]=1)=[C:19]=[O:20]. (3) Given the product [CH3:21][O:22][N:23]=[C:3]1[C:4]2[CH:12]=[CH:11][CH:10]=[CH:9][C:5]=2[CH2:6][CH2:7][CH2:8][CH:2]1[F:1], predict the reactants needed to synthesize it. The reactants are: [F:1][CH:2]1[CH2:8][CH2:7][CH2:6][C:5]2[CH:9]=[CH:10][CH:11]=[CH:12][C:4]=2[C:3]1=O.N1C=CC=CC=1.Cl.[CH3:21][O:22][NH2:23].